Predict the reactants needed to synthesize the given product. From a dataset of Full USPTO retrosynthesis dataset with 1.9M reactions from patents (1976-2016). (1) Given the product [NH2:1][C:4]1[CH:5]=[N:6][C:7]2[C:12]([C:13]=1[NH:14][CH2:15][CH2:16][CH2:17][CH2:18][CH2:19][C:20]([O:22][CH2:23][CH3:24])=[O:21])=[CH:11][CH:10]=[CH:9][CH:8]=2, predict the reactants needed to synthesize it. The reactants are: [N+:1]([C:4]1[CH:5]=[N:6][C:7]2[C:12]([C:13]=1[NH:14][CH2:15][CH2:16][CH2:17][CH2:18][CH2:19][C:20]([O:22][CH2:23][CH3:24])=[O:21])=[CH:11][CH:10]=[CH:9][CH:8]=2)([O-])=O.S(S([O-])=O)([O-])=O.[Na+].[Na+].C(=O)([O-])[O-].[K+].[K+]. (2) The reactants are: [F:1][C:2]1[CH:3]=[CH:4][C:5]([C:20](=[O:29])[CH2:21][CH2:22][C:23]2[CH:28]=[CH:27][CH:26]=[CH:25][CH:24]=2)=[C:6]([N:8]([C:15](=[O:19])[C:16](Cl)=[O:17])[C:9]2[CH:14]=[CH:13][CH:12]=[CH:11][CH:10]=2)[CH:7]=1.[CH3:30][O:31][CH2:32][CH2:33][OH:34].CCN(CC)CC. Given the product [CH3:30][O:31][CH2:32][CH2:33][O:34][C:16](=[O:17])[C:15]([N:8]([C:6]1[CH:7]=[C:2]([F:1])[CH:3]=[CH:4][C:5]=1[C:20](=[O:29])[CH2:21][CH2:22][C:23]1[CH:24]=[CH:25][CH:26]=[CH:27][CH:28]=1)[C:9]1[CH:14]=[CH:13][CH:12]=[CH:11][CH:10]=1)=[O:19], predict the reactants needed to synthesize it. (3) Given the product [CH3:8][C:1]1[CH:6]=[C:5]([CH:10]([CH3:11])[CH3:9])[CH:4]=[C:3]([CH3:7])[CH:2]=1, predict the reactants needed to synthesize it. The reactants are: [C:1]1([CH3:8])[CH:6]=[CH:5][CH:4]=[C:3]([CH3:7])[CH:2]=1.[CH2:9]=[CH:10][CH3:11]. (4) Given the product [CH3:12][C:8]1([CH3:13])[CH2:9][C:10](=[O:11])[CH2:5][CH2:6][S:7]1, predict the reactants needed to synthesize it. The reactants are: COC([CH:5]1[C:10](=[O:11])[CH2:9][C:8]([CH3:13])([CH3:12])[S:7][CH2:6]1)=O.COC(C1C(=O)CCSC1(C)C)=O. (5) Given the product [ClH:29].[C:1]1([N:7]2[CH2:11][CH2:10][C@@H:9]([NH:12][C:13]3[N:18]=[CH:17][C:16](/[CH:19]=[CH:20]/[C:21]([OH:23])=[O:22])=[CH:15][CH:14]=3)[CH2:8]2)[CH:2]=[CH:3][CH:4]=[CH:5][CH:6]=1, predict the reactants needed to synthesize it. The reactants are: [C:1]1([N:7]2[CH2:11][CH2:10][C@@H:9]([NH:12][C:13]3[N:18]=[CH:17][C:16](/[CH:19]=[CH:20]/[C:21]([O:23]CC)=[O:22])=[CH:15][CH:14]=3)[CH2:8]2)[CH:6]=[CH:5][CH:4]=[CH:3][CH:2]=1.[OH-].[Na+].O.[ClH:29].